This data is from Full USPTO retrosynthesis dataset with 1.9M reactions from patents (1976-2016). The task is: Predict the reactants needed to synthesize the given product. Given the product [N+:14]([C:17]1[CH:22]=[CH:21][C:20]([C:23]2[CH:28]=[CH:27][CH:26]=[CH:25][CH:24]=2)=[CH:19][C:18]=1[NH:29][C:2](=[O:13])[CH2:3][CH2:4][CH2:5][CH2:6][CH2:7][CH2:8][C:9]([O:11][CH3:12])=[O:10])([O-:16])=[O:15], predict the reactants needed to synthesize it. The reactants are: Cl[C:2](=[O:13])[CH2:3][CH2:4][CH2:5][CH2:6][CH2:7][CH2:8][C:9]([O:11][CH3:12])=[O:10].[N+:14]([C:17]1[CH:22]=[CH:21][C:20]([C:23]2[CH:28]=[CH:27][CH:26]=[CH:25][CH:24]=2)=[CH:19][C:18]=1[NH2:29])([O-:16])=[O:15].C(N(CC)CC)C.